This data is from Catalyst prediction with 721,799 reactions and 888 catalyst types from USPTO. The task is: Predict which catalyst facilitates the given reaction. (1) Product: [CH3:1][C:2]1[CH:10]=[CH:9][CH:8]=[C:7]2[C:3]=1[CH:4]=[CH:5][N:6]2[S:19]([C:16]1[CH:17]=[CH:18][C:13]([CH3:23])=[CH:14][CH:15]=1)(=[O:21])=[O:20]. Reactant: [CH3:1][C:2]1[CH:10]=[CH:9][CH:8]=[C:7]2[C:3]=1[CH:4]=[CH:5][NH:6]2.[H-].[Na+].[C:13]1([CH3:23])[CH:18]=[CH:17][C:16]([S:19](Cl)(=[O:21])=[O:20])=[CH:15][CH:14]=1.Cl. The catalyst class is: 9. (2) Reactant: Cl.[NH:2]([C:4]1[CH:12]=[CH:11][CH:10]=[CH:9][C:5]=1[C:6]([OH:8])=[O:7])[NH2:3].[CH:13](=O)[C:14]1[CH:19]=[CH:18][CH:17]=[CH:16][CH:15]=1. Product: [CH:13](=[N:3][NH:2][C:4]1[CH:12]=[CH:11][CH:10]=[CH:9][C:5]=1[C:6]([OH:8])=[O:7])[C:14]1[CH:19]=[CH:18][CH:17]=[CH:16][CH:15]=1. The catalyst class is: 97.